From a dataset of NCI-60 drug combinations with 297,098 pairs across 59 cell lines. Regression. Given two drug SMILES strings and cell line genomic features, predict the synergy score measuring deviation from expected non-interaction effect. (1) Synergy scores: CSS=-1.70, Synergy_ZIP=1.74, Synergy_Bliss=0.687, Synergy_Loewe=-3.09, Synergy_HSA=-2.97. Drug 2: CN1C2=C(C=C(C=C2)N(CCCl)CCCl)N=C1CCCC(=O)O.Cl. Cell line: SNB-75. Drug 1: C1CCC(C1)C(CC#N)N2C=C(C=N2)C3=C4C=CNC4=NC=N3. (2) Synergy scores: CSS=26.3, Synergy_ZIP=4.60, Synergy_Bliss=8.40, Synergy_Loewe=0.530, Synergy_HSA=0.613. Cell line: CAKI-1. Drug 1: C1=NC2=C(N=C(N=C2N1C3C(C(C(O3)CO)O)F)Cl)N. Drug 2: C1CN(CCN1C(=O)CCBr)C(=O)CCBr. (3) Drug 1: COC1=CC(=CC(=C1O)OC)C2C3C(COC3=O)C(C4=CC5=C(C=C24)OCO5)OC6C(C(C7C(O6)COC(O7)C8=CC=CS8)O)O. Drug 2: C1=CC(=CC=C1C#N)C(C2=CC=C(C=C2)C#N)N3C=NC=N3. Cell line: UO-31. Synergy scores: CSS=17.2, Synergy_ZIP=-5.70, Synergy_Bliss=-2.82, Synergy_Loewe=0.177, Synergy_HSA=0.0470. (4) Drug 1: CCC(=C(C1=CC=CC=C1)C2=CC=C(C=C2)OCCN(C)C)C3=CC=CC=C3.C(C(=O)O)C(CC(=O)O)(C(=O)O)O. Drug 2: CC(C)(C#N)C1=CC(=CC(=C1)CN2C=NC=N2)C(C)(C)C#N. Cell line: UACC-257. Synergy scores: CSS=11.0, Synergy_ZIP=-1.18, Synergy_Bliss=1.55, Synergy_Loewe=0.00246, Synergy_HSA=-1.63. (5) Drug 1: CC1=C(C=C(C=C1)C(=O)NC2=CC(=CC(=C2)C(F)(F)F)N3C=C(N=C3)C)NC4=NC=CC(=N4)C5=CN=CC=C5. Drug 2: CC1=C(C(=O)C2=C(C1=O)N3CC4C(C3(C2COC(=O)N)OC)N4)N. Cell line: OVCAR3. Synergy scores: CSS=18.2, Synergy_ZIP=-7.62, Synergy_Bliss=-10.7, Synergy_Loewe=-17.1, Synergy_HSA=-7.85.